Task: Regression. Given two drug SMILES strings and cell line genomic features, predict the synergy score measuring deviation from expected non-interaction effect.. Dataset: NCI-60 drug combinations with 297,098 pairs across 59 cell lines (1) Drug 1: CS(=O)(=O)CCNCC1=CC=C(O1)C2=CC3=C(C=C2)N=CN=C3NC4=CC(=C(C=C4)OCC5=CC(=CC=C5)F)Cl. Drug 2: C(CC(=O)O)C(=O)CN.Cl. Cell line: HT29. Synergy scores: CSS=6.19, Synergy_ZIP=-0.0903, Synergy_Bliss=1.90, Synergy_Loewe=-2.30, Synergy_HSA=-1.27. (2) Drug 1: CCCCCOC(=O)NC1=NC(=O)N(C=C1F)C2C(C(C(O2)C)O)O. Drug 2: C1=NNC2=C1C(=O)NC=N2. Cell line: SF-295. Synergy scores: CSS=5.42, Synergy_ZIP=-1.94, Synergy_Bliss=-1.02, Synergy_Loewe=-1.51, Synergy_HSA=-1.73.